Dataset: Forward reaction prediction with 1.9M reactions from USPTO patents (1976-2016). Task: Predict the product of the given reaction. (1) Given the reactants [CH2:1]([NH:8][CH2:9][CH2:10][CH2:11][C:12]([OH:14])=[O:13])[C:2]1[CH:7]=[CH:6][CH:5]=[CH:4][CH:3]=1.[Cl:15][C:16]1[C:34]([CH3:35])=[CH:33][C:19]2[N:20]=[C:21]3[C:26]([N:27]([CH2:28][CH:29]=O)[C:18]=2[CH:17]=1)=[N:25][C:24](=[O:31])[NH:23][C:22]3=[O:32], predict the reaction product. The product is: [CH2:1]([N:8]([CH2:29][CH2:28][N:27]1[C:26]2[C:21]([C:22](=[O:32])[NH:23][C:24](=[O:31])[N:25]=2)=[N:20][C:19]2[CH:33]=[C:34]([CH3:35])[C:16]([Cl:15])=[CH:17][C:18]1=2)[CH2:9][CH2:10][CH2:11][C:12]([OH:14])=[O:13])[C:2]1[CH:7]=[CH:6][CH:5]=[CH:4][CH:3]=1. (2) Given the reactants [N:1]1[C:10]2[C:5](=[CH:6][CH:7]=[CH:8][CH:9]=2)[CH:4]=[CH:3][C:2]=1[CH2:11][O:12][C:13]1[CH:18]=[CH:17][C:16]([CH2:19][C:20]([O:22][C:23]2([C:26]([O:28]C)=O)[CH2:25][CH2:24]2)=[O:21])=[CH:15][CH:14]=1.[H-].[Na+], predict the reaction product. The product is: [OH:28][C:26]1[C:23]2([CH2:25][CH2:24]2)[O:22][C:20](=[O:21])[C:19]=1[C:16]1[CH:15]=[CH:14][C:13]([O:12][CH2:11][C:2]2[CH:3]=[CH:4][C:5]3[C:10](=[CH:9][CH:8]=[CH:7][CH:6]=3)[N:1]=2)=[CH:18][CH:17]=1.